From a dataset of Full USPTO retrosynthesis dataset with 1.9M reactions from patents (1976-2016). Predict the reactants needed to synthesize the given product. (1) Given the product [F:3][C:4]1[CH:11]=[CH:10][C:7]([CH2:8][OH:9])=[CH:6][C:5]=1[N+:12]([O-:14])=[O:13], predict the reactants needed to synthesize it. The reactants are: [BH4-].[Na+].[F:3][C:4]1[CH:11]=[CH:10][C:7]([CH:8]=[O:9])=[CH:6][C:5]=1[N+:12]([O-:14])=[O:13].C(OCC)(=O)C. (2) Given the product [CH2:1]([C:5]1[N:6]=[C:7]([CH3:27])[N:8]([CH2:35][C:36]2[N:40]=[C:39]([C:41]3[CH:42]=[CH:43][CH:44]=[CH:45][CH:46]=3)[O:38][N:37]=2)[C:9](=[O:26])[C:10]=1[CH2:11][C:12]1[CH:17]=[CH:16][C:15]([C:18]2[C:19]([C:24]#[N:25])=[CH:20][CH:21]=[CH:22][CH:23]=2)=[CH:14][CH:13]=1)[CH2:2][CH2:3][CH3:4], predict the reactants needed to synthesize it. The reactants are: [CH2:1]([C:5]1[N:6]=[C:7]([CH3:27])[NH:8][C:9](=[O:26])[C:10]=1[CH2:11][C:12]1[CH:17]=[CH:16][C:15]([C:18]2[C:19]([C:24]#[N:25])=[CH:20][CH:21]=[CH:22][CH:23]=2)=[CH:14][CH:13]=1)[CH2:2][CH2:3][CH3:4].C(=O)([O-])[O-].[K+].[K+].Cl[CH2:35][C:36]1[N:40]=[C:39]([C:41]2[CH:46]=[CH:45][CH:44]=[CH:43][CH:42]=2)[O:38][N:37]=1.CN(C)C=O.